Dataset: Merck oncology drug combination screen with 23,052 pairs across 39 cell lines. Task: Regression. Given two drug SMILES strings and cell line genomic features, predict the synergy score measuring deviation from expected non-interaction effect. (1) Drug 1: COC12C(COC(N)=O)C3=C(C(=O)C(C)=C(N)C3=O)N1CC1NC12. Drug 2: O=C(NOCC(O)CO)c1ccc(F)c(F)c1Nc1ccc(I)cc1F. Cell line: SKOV3. Synergy scores: synergy=3.56. (2) Drug 1: NC1(c2ccc(-c3nc4ccn5c(=O)[nH]nc5c4cc3-c3ccccc3)cc2)CCC1. Drug 2: CNC(=O)c1cc(Oc2ccc(NC(=O)Nc3ccc(Cl)c(C(F)(F)F)c3)cc2)ccn1. Cell line: A427. Synergy scores: synergy=25.4. (3) Drug 1: COc1cccc2c1C(=O)c1c(O)c3c(c(O)c1C2=O)CC(O)(C(=O)CO)CC3OC1CC(N)C(O)C(C)O1. Drug 2: CCc1cnn2c(NCc3ccc[n+]([O-])c3)cc(N3CCCCC3CCO)nc12. Cell line: PA1. Synergy scores: synergy=-5.79. (4) Drug 1: O=C(CCCCCCC(=O)Nc1ccccc1)NO. Drug 2: C#Cc1cccc(Nc2ncnc3cc(OCCOC)c(OCCOC)cc23)c1. Cell line: NCIH520. Synergy scores: synergy=10.9. (5) Drug 1: CS(=O)(=O)CCNCc1ccc(-c2ccc3ncnc(Nc4ccc(OCc5cccc(F)c5)c(Cl)c4)c3c2)o1. Drug 2: COC1CC2CCC(C)C(O)(O2)C(=O)C(=O)N2CCCCC2C(=O)OC(C(C)CC2CCC(OP(C)(C)=O)C(OC)C2)CC(=O)C(C)C=C(C)C(O)C(OC)C(=O)C(C)CC(C)C=CC=CC=C1C. Cell line: OCUBM. Synergy scores: synergy=38.7. (6) Drug 1: O=C(CCCCCCC(=O)Nc1ccccc1)NO. Drug 2: NC(=O)c1cccc2cn(-c3ccc(C4CCCNC4)cc3)nc12. Cell line: DLD1. Synergy scores: synergy=-2.39. (7) Drug 2: Cn1c(=O)n(-c2ccc(C(C)(C)C#N)cc2)c2c3cc(-c4cnc5ccccc5c4)ccc3ncc21. Drug 1: CC1(c2nc3c(C(N)=O)cccc3[nH]2)CCCN1. Cell line: HCT116. Synergy scores: synergy=18.3. (8) Drug 1: CCN(CC)CCNC(=O)c1c(C)[nH]c(C=C2C(=O)Nc3ccc(F)cc32)c1C. Drug 2: Cn1nnc2c(C(N)=O)ncn2c1=O. Cell line: NCIH2122. Synergy scores: synergy=4.70.